The task is: Regression. Given a peptide amino acid sequence and an MHC pseudo amino acid sequence, predict their binding affinity value. This is MHC class I binding data.. This data is from Peptide-MHC class I binding affinity with 185,985 pairs from IEDB/IMGT. (1) The peptide sequence is AIEKDRLDK. The MHC is HLA-A03:01 with pseudo-sequence HLA-A03:01. The binding affinity (normalized) is 0. (2) The peptide sequence is SEFKSRFFIW. The MHC is HLA-A23:01 with pseudo-sequence HLA-A23:01. The binding affinity (normalized) is 0.381. (3) The peptide sequence is DFIGKTIGF. The MHC is HLA-A02:01 with pseudo-sequence HLA-A02:01. The binding affinity (normalized) is 0.0847. (4) The peptide sequence is DTTTDISKY. The MHC is HLA-B15:17 with pseudo-sequence HLA-B15:17. The binding affinity (normalized) is 0.0847. (5) The peptide sequence is RVPTVFHKK. The MHC is HLA-B15:17 with pseudo-sequence HLA-B15:17. The binding affinity (normalized) is 0.0847. (6) The peptide sequence is YEQYECLTD. The MHC is HLA-A69:01 with pseudo-sequence HLA-A69:01. The binding affinity (normalized) is 0.0847.